Dataset: Full USPTO retrosynthesis dataset with 1.9M reactions from patents (1976-2016). Task: Predict the reactants needed to synthesize the given product. (1) Given the product [CH2:31]([NH:38][C:14]([C:7]1([CH3:17])[CH2:6][CH2:5][C:4]2[C:9](=[C:10]([CH3:13])[C:11]([CH3:12])=[C:2]([OH:1])[C:3]=2[CH3:18])[O:8]1)=[O:16])[C:32]1[CH:37]=[CH:36][CH:35]=[CH:34][CH:33]=1, predict the reactants needed to synthesize it. The reactants are: [OH:1][C:2]1[C:3]([CH3:18])=[C:4]2[C:9](=[C:10]([CH3:13])[C:11]=1[CH3:12])[O:8][C:7]([CH3:17])([C:14]([OH:16])=O)[CH2:6][CH2:5]2.C1N=CN(C(N2C=NC=C2)=O)C=1.[CH2:31]([NH2:38])[C:32]1[CH:37]=[CH:36][CH:35]=[CH:34][CH:33]=1. (2) Given the product [CH3:29][C:24]1[NH:25][C:26]2[C:22]([CH:23]=1)=[CH:21][C:20]([NH:19][C:16]1[CH:15]=[CH:14][N:13]=[C:12]3[CH:11]=[C:10]([C:2]4[S:1][CH:5]=[CH:4][CH:3]=4)[S:18][C:17]=13)=[CH:28][CH:27]=2, predict the reactants needed to synthesize it. The reactants are: [S:1]1[CH:5]=[CH:4][CH:3]=[C:2]1B(O)O.Br[C:10]1[S:18][C:17]2[C:12](=[N:13][CH:14]=[CH:15][C:16]=2[NH:19][C:20]2[CH:21]=[C:22]3[C:26](=[CH:27][CH:28]=2)[NH:25][C:24]([CH3:29])=[CH:23]3)[CH:11]=1. (3) Given the product [C:3]1([C:8]2[CH:9]=[CH:10][CH:11]=[CH:12][CH:13]=2)[CH:4]=[CH:5][CH:6]=[CH:7][C:2]=1[NH:1][N:15]=[C:21]([C:19]#[N:20])[C:22]([NH:24][CH2:25][CH:26]1[CH2:28][CH2:27]1)=[O:23], predict the reactants needed to synthesize it. The reactants are: [NH2:1][C:2]1[CH:7]=[CH:6][CH:5]=[CH:4][C:3]=1[C:8]1[CH:13]=[CH:12][CH:11]=[CH:10][CH:9]=1.Cl.[N:15]([O-])=O.[Na+].[C:19]([CH2:21][C:22]([NH:24][CH2:25][CH:26]1[CH2:28][CH2:27]1)=[O:23])#[N:20].C([O-])(=O)C.[Na+].C(=O)([O-])[O-].[Na+].[Na+].C(=O)=O.